Dataset: Full USPTO retrosynthesis dataset with 1.9M reactions from patents (1976-2016). Task: Predict the reactants needed to synthesize the given product. (1) Given the product [CH2:1]([O:8][C:12]1[CH:22]=[CH:21][C:15]([C:16]([OH:18])=[O:17])=[CH:14][N:13]=1)[CH2:2][CH2:3][CH2:4][CH2:5][CH2:6][CH3:7], predict the reactants needed to synthesize it. The reactants are: [CH2:1]([OH:8])[CH2:2][CH2:3][CH2:4][CH2:5][CH2:6][CH3:7].[H-].[Na+].Cl[C:12]1[CH:22]=[CH:21][C:15]([C:16]([O:18]CC)=[O:17])=[CH:14][N:13]=1.[OH-].[Li+]. (2) The reactants are: [CH2:1]([O:3][C:4]([C:6]1[O:7][C:8]([CH2:11][C:12]2[NH:13][C:14]3[C:19]([CH:20]=2)=[CH:18][C:17]([S:21]([CH3:24])(=[O:23])=[O:22])=[CH:16][CH:15]=3)=[CH:9][CH:10]=1)=[O:5])[CH3:2].[F:25][C:26]1[CH:33]=[CH:32][C:29]([CH2:30]Br)=[CH:28][CH:27]=1.[Cl-].[NH4+]. Given the product [CH2:1]([O:3][C:4]([C:6]1[O:7][C:8]([CH2:11][C:12]2[N:13]([CH2:30][C:29]3[CH:32]=[CH:33][C:26]([F:25])=[CH:27][CH:28]=3)[C:14]3[C:19]([CH:20]=2)=[CH:18][C:17]([S:21]([CH3:24])(=[O:23])=[O:22])=[CH:16][CH:15]=3)=[CH:9][CH:10]=1)=[O:5])[CH3:2], predict the reactants needed to synthesize it. (3) Given the product [I:22][C:2]1[NH:6][N:5]=[C:4]([CH3:7])[C:3]=1[C:8]([O:10][CH2:11][CH3:12])=[O:9], predict the reactants needed to synthesize it. The reactants are: N[C:2]1[NH:6][N:5]=[C:4]([CH3:7])[C:3]=1[C:8]([O:10][CH2:11][CH3:12])=[O:9].S(=O)(=O)(O)O.N([O-])=O.[Na+].[I-:22].[K+]. (4) Given the product [F:20][C:2]([F:1])([F:21])[C:3]1[CH:4]=[C:5]([C:9]2[S:10][C:11]3[C:16]([N:17]=2)=[C:15]([CH:18]=[O:19])[CH:14]=[CH:13][N:12]=3)[CH:6]=[CH:7][CH:8]=1, predict the reactants needed to synthesize it. The reactants are: [F:1][C:2]([F:21])([F:20])[C:3]1[CH:4]=[C:5]([C:9]2[S:10][C:11]3[C:16]([N:17]=2)=[C:15]([CH2:18][OH:19])[CH:14]=[CH:13][N:12]=3)[CH:6]=[CH:7][CH:8]=1.C1C=C[NH+]=CC=1.[O-][Cr](Cl)(=O)=O. (5) Given the product [F:80][C:79]([F:81])([F:82])[C:77]1[CH:78]=[C:73]([CH:74]=[C:75]([C:83]([F:86])([F:84])[F:85])[CH:76]=1)[CH2:72][N:69]1[C:54]([C:55]2[CH:56]=[CH:57][N:58]=[CH:59][CH:60]=2)=[C:53]([Sn:44]([CH2:45][CH2:46][CH2:47][CH3:48])([CH2:49][CH2:50][CH2:51][CH3:52])[CH2:40][CH2:41][CH2:42][CH3:43])[N:71]=[N:70]1, predict the reactants needed to synthesize it. The reactants are: C[Si](C#CC1C=CN=CC=1)(C)C.CCCC[Sn](O[Sn](CCCC)(CCCC)CCCC)(CCCC)CCCC.[CH2:40]([Sn:44]([C:53]#[C:54][C:55]1[CH:60]=[CH:59][N:58]=[CH:57][CH:56]=1)([CH2:49][CH2:50][CH2:51][CH3:52])[CH2:45][CH2:46][CH2:47][CH3:48])[CH2:41][CH2:42][CH3:43].C(C1C=CN=CC=1)#C.[N:69]([CH2:72][C:73]1[CH:78]=[C:77]([C:79]([F:82])([F:81])[F:80])[CH:76]=[C:75]([C:83]([F:86])([F:85])[F:84])[CH:74]=1)=[N+:70]=[N-:71]. (6) Given the product [CH3:31][O:30][S:27]([O-:32])(=[O:29])=[O:28].[CH3:25][N:23]([CH3:24])[C:20]1[CH:19]=[CH:18][C:17](/[CH:16]=[C:13]2\[C:12]([CH3:26])=[N:11][N:10]([C:2]3[S:1][C:5]4[CH:6]=[CH:7][CH:8]=[CH:9][C:4]=4[N+:3]=3[CH3:31])[C:14]\2=[O:15])=[CH:22][CH:21]=1, predict the reactants needed to synthesize it. The reactants are: [S:1]1[C:5]2[CH:6]=[CH:7][CH:8]=[CH:9][C:4]=2[N:3]=[C:2]1[N:10]1[C:14](=[O:15])/[C:13](=[CH:16]/[C:17]2[CH:22]=[CH:21][C:20]([N:23]([CH3:25])[CH3:24])=[CH:19][CH:18]=2)/[C:12]([CH3:26])=[N:11]1.[S:27]([O:32]C)([O:30][CH3:31])(=[O:29])=[O:28].